Dataset: NCI-60 drug combinations with 297,098 pairs across 59 cell lines. Task: Regression. Given two drug SMILES strings and cell line genomic features, predict the synergy score measuring deviation from expected non-interaction effect. (1) Drug 1: C1C(C(OC1N2C=NC3=C(N=C(N=C32)Cl)N)CO)O. Drug 2: CCCCC(=O)OCC(=O)C1(CC(C2=C(C1)C(=C3C(=C2O)C(=O)C4=C(C3=O)C=CC=C4OC)O)OC5CC(C(C(O5)C)O)NC(=O)C(F)(F)F)O. Cell line: IGROV1. Synergy scores: CSS=38.0, Synergy_ZIP=-0.168, Synergy_Bliss=1.00, Synergy_Loewe=-3.34, Synergy_HSA=1.57. (2) Drug 1: CC1=C(C=C(C=C1)NC2=NC=CC(=N2)N(C)C3=CC4=NN(C(=C4C=C3)C)C)S(=O)(=O)N.Cl. Drug 2: CC=C1C(=O)NC(C(=O)OC2CC(=O)NC(C(=O)NC(CSSCCC=C2)C(=O)N1)C(C)C)C(C)C. Cell line: HOP-92. Synergy scores: CSS=10.4, Synergy_ZIP=-2.33, Synergy_Bliss=-5.91, Synergy_Loewe=-43.2, Synergy_HSA=-5.20.